From a dataset of Forward reaction prediction with 1.9M reactions from USPTO patents (1976-2016). Predict the product of the given reaction. Given the reactants O[C:2]1[CH:3]=[C:4]([CH:9]=[C:10]([O:12][CH2:13][C:14]2[CH:19]=[CH:18][CH:17]=[CH:16][CH:15]=2)[CH:11]=1)C(OC)=O.C1(P(C2C=CC=CC=2)C2C=CC=CC=2)C=CC=CC=1.[CH3:39][O:40][CH2:41][C@H:42]([OH:44])[CH3:43].C[CH:46]([O:48][C:49](/N=N/[C:49]([O:48][CH:46](C)C)=[O:50])=[O:50])C, predict the reaction product. The product is: [CH3:39][O:40][CH2:41][C@@H:42]([O:44][C:9]1[C:10]([O:12][CH2:13][C:14]2[CH:15]=[CH:16][CH:17]=[CH:18][CH:19]=2)=[C:11]([CH:2]=[CH:3][CH:4]=1)[C:49]([O:48][CH3:46])=[O:50])[CH3:43].